Task: Predict the product of the given reaction.. Dataset: Forward reaction prediction with 1.9M reactions from USPTO patents (1976-2016) (1) Given the reactants [Cl:1][C:2]1[CH:3]=[C:4]2[C:9](=[C:10]([C:12]3[CH:17]=[CH:16][C:15]([Cl:18])=[C:14]([CH3:19])[CH:13]=3)[CH:11]=1)[O:8][CH:7]([C:20]([F:23])([F:22])[F:21])[C:6]([C:24]([OH:26])=[O:25])=[CH:5]2.[OH-].[Na+:28], predict the reaction product. The product is: [Cl:1][C:2]1[CH:3]=[C:4]2[C:9](=[C:10]([C:12]3[CH:17]=[CH:16][C:15]([Cl:18])=[C:14]([CH3:19])[CH:13]=3)[CH:11]=1)[O:8][CH:7]([C:20]([F:22])([F:23])[F:21])[C:6]([C:24]([O-:26])=[O:25])=[CH:5]2.[Na+:28]. (2) Given the reactants O[CH:2]([CH3:9])[CH2:3][C:4]([O:6][CH2:7][CH3:8])=[O:5].[NH3:10], predict the reaction product. The product is: [NH2:10][CH:2]([CH3:9])[CH2:3][C:4]([O:6][CH2:7][CH3:8])=[O:5].